From a dataset of Full USPTO retrosynthesis dataset with 1.9M reactions from patents (1976-2016). Predict the reactants needed to synthesize the given product. (1) Given the product [C:35]1([N:34]([C:28]2[CH:29]=[CH:30][CH:31]=[CH:32][CH:33]=2)[CH2:3][CH:4]([N:6]2[CH2:11][CH2:10][CH:9]([CH2:12][C:13]([NH:15][C:16]3[CH:21]=[CH:20][C:19]([S:22]([CH3:25])(=[O:24])=[O:23])=[CH:18][CH:17]=3)=[O:14])[CH2:8][CH2:7]2)[CH3:5])[CH:36]=[CH:37][CH:38]=[CH:39][CH:40]=1, predict the reactants needed to synthesize it. The reactants are: Cl.Cl[CH2:3][CH:4]([N:6]1[CH2:11][CH2:10][CH:9]([CH2:12][C:13]([NH:15][C:16]2[CH:21]=[CH:20][C:19]([S:22]([CH3:25])(=[O:24])=[O:23])=[CH:18][CH:17]=2)=[O:14])[CH2:8][CH2:7]1)[CH3:5].[I-].[Na+].[C:28]1([NH:34][C:35]2[CH:40]=[CH:39][CH:38]=[CH:37][CH:36]=2)[CH:33]=[CH:32][CH:31]=[CH:30][CH:29]=1.CCN(C(C)C)C(C)C. (2) Given the product [F:8][C:6]1[CH:5]=[C:4]([CH2:9][C:10]([NH:12][C@H:13]([C:15]([NH:19][CH:20]([C:26]2[CH:27]=[CH:28][C:29]([F:32])=[CH:30][CH:31]=2)[C:21]([O:23][CH2:24][CH3:25])=[O:22])=[O:17])[CH3:14])=[O:11])[CH:3]=[C:2]([F:1])[CH:7]=1, predict the reactants needed to synthesize it. The reactants are: [F:1][C:2]1[CH:3]=[C:4]([CH2:9][C:10]([NH:12][C@H:13]([C:15]([OH:17])=O)[CH3:14])=[O:11])[CH:5]=[C:6]([F:8])[CH:7]=1.Cl.[NH2:19][CH:20]([C:26]1[CH:31]=[CH:30][C:29]([F:32])=[CH:28][CH:27]=1)[C:21]([O:23][CH2:24][CH3:25])=[O:22]. (3) Given the product [C:53]1([B-:40]([C:34]2[CH:35]=[CH:36][CH:37]=[CH:38][CH:39]=2)([C:41]2[CH:42]=[CH:43][CH:44]=[CH:45][CH:46]=2)[C:47]2[CH:52]=[CH:51][CH:50]=[CH:49][CH:48]=2)[CH:54]=[CH:55][CH:56]=[CH:57][CH:58]=1.[CH3:33][N+:3]([CH3:2])([CH2:22][C:23]1[CH:32]=[CH:31][C:30]2[C:25](=[CH:26][CH:27]=[CH:28][CH:29]=2)[CH:24]=1)[CH2:4][CH2:5][CH2:6][CH2:7][CH2:8][CH2:9][CH2:10][CH2:11][CH2:12][CH2:13][CH2:14][CH2:15][CH2:16][CH2:17][CH2:18][CH2:19][CH2:20][CH3:21], predict the reactants needed to synthesize it. The reactants are: [Cl-].[CH3:2][N+:3]([CH3:33])([CH2:22][C:23]1[CH:32]=[CH:31][C:30]2[C:25](=[CH:26][CH:27]=[CH:28][CH:29]=2)[CH:24]=1)[CH2:4][CH2:5][CH2:6][CH2:7][CH2:8][CH2:9][CH2:10][CH2:11][CH2:12][CH2:13][CH2:14][CH2:15][CH2:16][CH2:17][CH2:18][CH2:19][CH2:20][CH3:21].[C:34]1([B-:40]([C:53]2[CH:58]=[CH:57][CH:56]=[CH:55][CH:54]=2)([C:47]2[CH:52]=[CH:51][CH:50]=[CH:49][CH:48]=2)[C:41]2[CH:46]=[CH:45][CH:44]=[CH:43][CH:42]=2)[CH:39]=[CH:38][CH:37]=[CH:36][CH:35]=1.[Na+].